Dataset: Reaction yield outcomes from USPTO patents with 853,638 reactions. Task: Predict the reaction yield, written as a fraction of the theoretical maximum amount of product (1.0 means a 100% yield; for example, 0.34 means a 34% yield). The reactants are [CH2:1]([O:3][C:4]1[CH:9]=[CH:8][C:7]([C:10]2[CH:18]=[CH:17][CH:16]=[C:15]3[C:11]=2[CH2:12][CH2:13][C:14]3=[O:19])=[C:6]([OH:20])[C:5]=1[O:21][CH3:22])[CH3:2].C(=O)([O-])[O-].[K+].[K+].[CH2:29](I)[CH3:30]. The catalyst is C(#N)C. The product is [CH2:29]([O:20][C:6]1[C:5]([O:21][CH3:22])=[C:4]([O:3][CH2:1][CH3:2])[CH:9]=[CH:8][C:7]=1[C:10]1[CH:18]=[CH:17][CH:16]=[C:15]2[C:11]=1[CH2:12][CH2:13][C:14]2=[O:19])[CH3:30]. The yield is 0.460.